This data is from Full USPTO retrosynthesis dataset with 1.9M reactions from patents (1976-2016). The task is: Predict the reactants needed to synthesize the given product. (1) The reactants are: [Cl:1][C:2]1[CH:7]=[CH:6][CH:5]=[CH:4][C:3]=1[C:8]1[CH:17]=[C:11]2[NH:12][CH:13]=[CH:14][C:15](=O)[N:10]2[N:9]=1.C(N(CC)CC)C.O=P(Cl)(Cl)[Cl:27].C(=O)(O)[O-].[Na+]. Given the product [Cl:27][C:15]1[N:10]2[N:9]=[C:8]([C:3]3[CH:4]=[CH:5][CH:6]=[CH:7][C:2]=3[Cl:1])[CH:17]=[C:11]2[N:12]=[CH:13][CH:14]=1, predict the reactants needed to synthesize it. (2) Given the product [OH:7][C:6]1[CH:5]=[C:4]([CH:3]=[CH:2][C:1]([O:13][CH2:28][CH:27]([OH:29])[CH2:26][O:25][C:15](=[O:24])/[CH:16]=[CH:17]/[C:18]2[CH:23]=[CH:22][CH:21]=[CH:20][CH:19]=2)=[O:12])[CH:11]=[CH:10][C:8]=1[OH:9], predict the reactants needed to synthesize it. The reactants are: [C:1]([O-:13])(=[O:12])/[CH:2]=[CH:3]/[C:4]1[CH:11]=[CH:10][C:8]([OH:9])=[C:6]([OH:7])[CH:5]=1.[Na+].[C:15]([O:25][CH2:26][CH:27]1[O:29][CH2:28]1)(=[O:24])[CH:16]=[CH:17][C:18]1[CH:23]=[CH:22][CH:21]=[CH:20][CH:19]=1. (3) The reactants are: Cl[C:2]1[C:3]([NH2:9])=[N:4][CH:5]=[N:6][C:7]=1Cl.[NH2:10][CH2:11][CH:12]1[CH2:18][CH:17]2[N:19]([C:20]([O:22]C(C)(C)C)=O)[CH:14]([CH2:15][CH2:16]2)[CH2:13]1.[O:27]([C:34]1[CH:39]=[CH:38][C:37](B(O)O)=[CH:36][CH:35]=1)[C:28]1[CH:33]=[CH:32][CH:31]=[CH:30][CH:29]=1.[C:43](O)(=O)[C:44]#C. Given the product [NH2:9][C:3]1[N:4]=[CH:5][N:6]=[C:7]([NH:10][CH2:11][CH:12]2[CH2:13][CH:14]3[N:19]([C:20](=[O:22])[C:43]#[CH:44])[CH:17]([CH2:16][CH2:15]3)[CH2:18]2)[C:2]=1[C:31]1[CH:32]=[CH:33][C:28]([O:27][C:34]2[CH:39]=[CH:38][CH:37]=[CH:36][CH:35]=2)=[CH:29][CH:30]=1, predict the reactants needed to synthesize it. (4) Given the product [Cl:1][C:2]1[CH:7]=[CH:6][C:5]([OH:8])=[CH:4][C:3]=1[C:15]([NH:17][CH2:18][C:19]1[CH:20]=[CH:21][C:22]([C:23]([O:25][CH3:26])=[O:24])=[CH:27][CH:28]=1)=[O:16], predict the reactants needed to synthesize it. The reactants are: [Cl:1][C:2]1[CH:7]=[CH:6][C:5]([O:8]C(=O)C(C)(C)C)=[CH:4][C:3]=1[C:15]([NH:17][CH2:18][C:19]1[CH:28]=[CH:27][C:22]([C:23]([O:25][CH3:26])=[O:24])=[CH:21][CH:20]=1)=[O:16].C[O-].[Na+]. (5) Given the product [OH:8][C@@H:9]1[C@@H:14]([NH:15][C:16](=[O:25])[O:17][CH2:18][C:19]2[CH:24]=[CH:23][CH:22]=[CH:21][CH:20]=2)[CH2:13][C@H:12]2[C@@H:10]1[CH2:11]2, predict the reactants needed to synthesize it. The reactants are: [Si]([O:8][C@@H:9]1[C@@H:14]([NH:15][C:16](=[O:25])[O:17][CH2:18][C:19]2[CH:24]=[CH:23][CH:22]=[CH:21][CH:20]=2)[CH2:13][C@H:12]2[C@@H:10]1[CH2:11]2)(C(C)(C)C)(C)C.[F-].C([N+](CCCC)(CCCC)CCCC)CCC.